The task is: Predict the reaction yield, written as a fraction of the theoretical maximum amount of product (1.0 means a 100% yield; for example, 0.34 means a 34% yield).. This data is from Reaction yield outcomes from USPTO patents with 853,638 reactions. (1) The yield is 0.940. No catalyst specified. The reactants are [Si]([O:8][C@@H:9]1[CH2:14][C@@H:13]([F:15])[CH2:12][NH:11][CH2:10]1)(C(C)(C)C)(C)C.Cl.[CH:17]([OH:20])([CH3:19])C.[CH3:21][OH:22]. The product is [F:15][C@@H:13]1[CH2:14][C@@H:9]([OH:8])[CH2:10][N:11]([C:21]([O:20][CH2:17][C:19]2[CH:10]=[CH:9][CH:14]=[CH:13][CH:12]=2)=[O:22])[CH2:12]1. (2) The reactants are [Cl-].O[NH3+:3].[C:4](=[O:7])([O-])[OH:5].[Na+].CS(C)=O.[CH2:13]([C:15]1[N:16]=[C:17]([CH2:45][CH2:46][CH3:47])[N:18]([CH2:30][C:31]2[CH:36]=[CH:35][C:34]([C:37]3[C:38]([C:43]#[N:44])=[CH:39][CH:40]=[CH:41][CH:42]=3)=[CH:33][CH:32]=2)[C:19](=[O:29])[C:20]=1[O:21][C:22]1[CH:27]=[C:26]([CH3:28])[CH:25]=[CH:24][N:23]=1)[CH3:14]. The catalyst is C(OCC)(=O)C. The product is [CH2:13]([C:15]1[N:16]=[C:17]([CH2:45][CH2:46][CH3:47])[N:18]([CH2:30][C:31]2[CH:36]=[CH:35][C:34]([C:37]3[CH:42]=[CH:41][CH:40]=[CH:39][C:38]=3[C:43]3[NH:3][C:4](=[O:7])[O:5][N:44]=3)=[CH:33][CH:32]=2)[C:19](=[O:29])[C:20]=1[O:21][C:22]1[CH:27]=[C:26]([CH3:28])[CH:25]=[CH:24][N:23]=1)[CH3:14]. The yield is 0.640. (3) The reactants are [CH3:1][O:2][C:3]1[CH:12]=[CH:11][CH:10]=[C:9]2[C:4]=1[CH:5]=[C:6]([CH2:13]O)[CH:7]=[N:8]2.O=S(Cl)[Cl:17]. The catalyst is C(Cl)Cl. The product is [ClH:17].[Cl:17][CH2:13][C:6]1[CH:7]=[N:8][C:9]2[C:4]([CH:5]=1)=[C:3]([O:2][CH3:1])[CH:12]=[CH:11][CH:10]=2. The yield is 0.840.